Dataset: Reaction yield outcomes from USPTO patents with 853,638 reactions. Task: Predict the reaction yield, written as a fraction of the theoretical maximum amount of product (1.0 means a 100% yield; for example, 0.34 means a 34% yield). (1) The reactants are [Cl:1][C:2]1[CH:7]=[C:6]([Cl:8])[CH:5]=[CH:4][C:3]=1[N:9]1[C:13]([C:14]2[CH:19]=[CH:18][C:17]([OH:20])=[CH:16][CH:15]=2)=[C:12]([CH3:21])[C:11]([C:22]([NH:24][C:25]2[CH:30]=[CH:29][C:28]([CH3:31])=[CH:27][N:26]=2)=[O:23])=[N:10]1.C(N(CC)CC)C.[CH3:39][CH:40]([CH3:47])[CH2:41][CH2:42][S:43](Cl)(=[O:45])=[O:44]. The catalyst is C(Cl)Cl. The product is [CH3:39][CH:40]([CH3:47])[CH2:41][CH2:42][S:43]([O:20][C:17]1[CH:16]=[CH:15][C:14]([C:13]2[N:9]([C:3]3[CH:4]=[CH:5][C:6]([Cl:8])=[CH:7][C:2]=3[Cl:1])[N:10]=[C:11]([C:22]([NH:24][C:25]3[CH:30]=[CH:29][C:28]([CH3:31])=[CH:27][N:26]=3)=[O:23])[C:12]=2[CH3:21])=[CH:19][CH:18]=1)(=[O:45])=[O:44]. The yield is 0.700. (2) The reactants are [OH-].[K+].[CH2:3]([O:10][C:11]([NH:13][C@@H:14]([CH2:19][C:20]1[CH:25]=[CH:24][CH:23]=[CH:22][CH:21]=1)[C@H:15]([OH:18])[CH2:16]Cl)=[O:12])[C:4]1[CH:9]=[CH:8][CH:7]=[CH:6][CH:5]=1. The catalyst is C(O)C.ClCCl. The product is [CH2:3]([O:10][C:11]([NH:13][C@@H:14]([CH2:19][C:20]1[CH:25]=[CH:24][CH:23]=[CH:22][CH:21]=1)[C@@H:15]1[O:18][CH2:16]1)=[O:12])[C:4]1[CH:9]=[CH:8][CH:7]=[CH:6][CH:5]=1. The yield is 0.770. (3) The reactants are [CH3:1][O:2][C:3]([C:5]1[C:9]([NH:10][C:11](=[O:15])[CH2:12]CCl)=[CH:8][S:7][CH:6]=1)=[O:4].C(=O)([O-])[O-].[K+].[K+].[OH:22][C:23]1[CH:28]=[CH:27][C:26]([C:29]2[CH:34]=[CH:33][CH:32]=[CH:31][CH:30]=2)=[CH:25][CH:24]=1.O. The catalyst is CN(C)C=O. The product is [CH3:1][O:2][C:3]([C:5]1[C:9]([NH:10][C:11](=[O:15])[CH2:12][O:22][C:23]2[CH:24]=[CH:25][C:26]([C:29]3[CH:34]=[CH:33][CH:32]=[CH:31][CH:30]=3)=[CH:27][CH:28]=2)=[CH:8][S:7][CH:6]=1)=[O:4]. The yield is 0.870. (4) The reactants are [NH2:1][C@@H:2]1[CH2:7][CH2:6][N:5]([CH2:8][CH2:9][N:10]2[C:19]3[C:14](=[C:15]([F:21])[CH:16]=[C:17]([F:20])[CH:18]=3)[CH:13]=[CH:12][C:11]2=[O:22])[CH2:4][C@H:3]1[C:23]([O:25][CH3:26])=[O:24].[F:27][C:28]1[CH:33]=[CH:32][C:31]([F:34])=[CH:30][C:29]=1/[CH:35]=[CH:36]/[CH:37]=O.C(O[BH-](OC(=O)C)OC(=O)C)(=O)C.[Na+]. The catalyst is ClCCl.CN(C)C=O. The product is [F:21][C:15]1[CH:16]=[C:17]([F:20])[CH:18]=[C:19]2[C:14]=1[CH:13]=[CH:12][C:11](=[O:22])[N:10]2[CH2:9][CH2:8][N:5]1[CH2:6][CH2:7][C@@H:2]([NH:1][CH2:37]/[CH:36]=[CH:35]/[C:29]2[CH:30]=[C:31]([F:34])[CH:32]=[CH:33][C:28]=2[F:27])[C@H:3]([C:23]([O:25][CH3:26])=[O:24])[CH2:4]1. The yield is 0.430. (5) The reactants are Cl[C:2]1[N:7]2[N:8]=[C:9]([CH3:11])[CH:10]=[C:6]2[N:5]=[C:4]([NH:12][C:13](=[O:24])[C:14]2[CH:19]=[CH:18][C:17]([C:20]([F:23])([F:22])[F:21])=[N:16][CH:15]=2)[CH:3]=1.[NH:25]1[CH2:30][CH2:29][O:28][CH2:27][CH2:26]1. The catalyst is CN(C=O)C. The product is [CH3:11][C:9]1[CH:10]=[C:6]2[N:5]=[C:4]([NH:12][C:13](=[O:24])[C:14]3[CH:19]=[CH:18][C:17]([C:20]([F:23])([F:22])[F:21])=[N:16][CH:15]=3)[CH:3]=[C:2]([N:25]3[CH2:30][CH2:29][O:28][CH2:27][CH2:26]3)[N:7]2[N:8]=1. The yield is 0.540. (6) The reactants are [N:1]1([CH2:5][CH2:6][O:7][C:8]2[CH:13]=[CH:12][C:11]([NH2:14])=[CH:10][C:9]=2[C:15]2[N:19]([CH3:20])[N:18]=[CH:17][CH:16]=2)[CH2:4][CH2:3][CH2:2]1.[F:21][C:22]1[CH:27]=[C:26]([F:28])[CH:25]=[CH:24][C:23]=1[N:29]=[C:30]=[O:31]. The catalyst is C(Cl)Cl. The product is [N:1]1([CH2:5][CH2:6][O:7][C:8]2[CH:13]=[CH:12][C:11]([NH:14][C:30]([NH:29][C:23]3[CH:24]=[CH:25][C:26]([F:28])=[CH:27][C:22]=3[F:21])=[O:31])=[CH:10][C:9]=2[C:15]2[N:19]([CH3:20])[N:18]=[CH:17][CH:16]=2)[CH2:2][CH2:3][CH2:4]1. The yield is 0.800. (7) The reactants are [OH:1][C:2]1[CH:10]=[CH:9][CH:8]=[C:7]2[C:3]=1[C:4](=O)[N:5]([CH3:12])[C:6]2=O.[H-].[Al+3].[Li+].[H-].[H-].[H-].O. The catalyst is O1CCCC1. The product is [CH3:12][N:5]1[CH2:4][C:3]2[C:2]([OH:1])=[CH:10][CH:9]=[CH:8][C:7]=2[CH2:6]1. The yield is 0.120. (8) The reactants are [NH2:1][C:2]1[N:10]=[C:9]([F:11])[CH:8]=[CH:7][C:3]=1[C:4]([NH2:6])=[O:5].[CH:12](OCC)(OCC)OCC. No catalyst specified. The product is [F:11][C:9]1[CH:8]=[CH:7][C:3]2[C:4](=[O:5])[NH:6][CH:12]=[N:1][C:2]=2[N:10]=1. The yield is 0.960. (9) The reactants are [OH:1][C:2]1[C:3]([C:17](=[N:19][NH:20][C:21]([C:23]2[CH:32]=[CH:31][C:26]([C:27]([O:29]C)=[O:28])=[CH:25][CH:24]=2)=[O:22])[CH3:18])=[N:4][N:5]([CH3:16])[C:6]=1[C:7]1[CH:12]=[CH:11][C:10]([CH2:13][CH2:14][CH3:15])=[CH:9][CH:8]=1.CO.[OH-].[Na+].Cl. The catalyst is O. The product is [OH:1][C:2]1[C:3]([C:17](=[N:19][NH:20][C:21]([C:23]2[CH:24]=[CH:25][C:26]([C:27]([OH:29])=[O:28])=[CH:31][CH:32]=2)=[O:22])[CH3:18])=[N:4][N:5]([CH3:16])[C:6]=1[C:7]1[CH:8]=[CH:9][C:10]([CH2:13][CH2:14][CH3:15])=[CH:11][CH:12]=1. The yield is 0.670.